This data is from CYP3A4 inhibition data for predicting drug metabolism from PubChem BioAssay. The task is: Regression/Classification. Given a drug SMILES string, predict its absorption, distribution, metabolism, or excretion properties. Task type varies by dataset: regression for continuous measurements (e.g., permeability, clearance, half-life) or binary classification for categorical outcomes (e.g., BBB penetration, CYP inhibition). Dataset: cyp3a4_veith. (1) The compound is O=NN(CCCl)C(=O)NCCCl. The result is 0 (non-inhibitor). (2) The molecule is CO[C@@H]1COC(=O)[C@H]2CCCN2C(=O)[C@@H](C)COC(=O)C/C=C\[C@H]1C. The result is 0 (non-inhibitor). (3) The drug is Clc1ccc(CSc2nnc(-c3sccc3-n3cccc3)o2)cc1. The result is 1 (inhibitor). (4) The compound is NNC(=O)CCc1ccc2ccc3ccccc3c2c1. The result is 1 (inhibitor). (5) The drug is CC[C@H](NC(C)C)[C@H](O)c1ccc(O)c(O)c1.CS(=O)(=O)O. The result is 1 (inhibitor). (6) The compound is COc1cccc(-c2nc(NCc3cccs3)c3ccccc3n2)c1. The result is 1 (inhibitor).